From a dataset of Forward reaction prediction with 1.9M reactions from USPTO patents (1976-2016). Predict the product of the given reaction. (1) Given the reactants [NH:1]1[C:5]2[CH:6]=[CH:7][C:8]([C:10]([OH:12])=O)=[CH:9][C:4]=2[N:3]=[CH:2]1.[CH3:13][C:14]1[CH:15]=[CH:16][C:17]2[CH2:18][C@H:19]3[C@@H:24]([C:25]=2[CH:26]=1)[CH2:23][CH2:22][CH2:21][NH:20]3, predict the reaction product. The product is: [NH:1]1[C:5]2[CH:6]=[CH:7][C:8]([C:10]([N:20]3[CH2:21][CH2:22][CH2:23][C@@H:24]4[C:25]5[CH:26]=[C:14]([CH3:13])[CH:15]=[CH:16][C:17]=5[CH2:18][C@H:19]34)=[O:12])=[CH:9][C:4]=2[N:3]=[CH:2]1. (2) Given the reactants [CH3:1][NH2:2].[CH3:3][O:4][C:5](=[O:21])[C:6]1[CH:11]=[C:10]([N+:12]([O-:14])=[O:13])[C:9](Cl)=[N:8][C:7]=1[O:16][CH2:17][CH:18]([F:20])[F:19], predict the reaction product. The product is: [CH3:3][O:4][C:5](=[O:21])[C:6]1[CH:11]=[C:10]([N+:12]([O-:14])=[O:13])[C:9]([NH:2][CH3:1])=[N:8][C:7]=1[O:16][CH2:17][CH:18]([F:20])[F:19]. (3) The product is: [Cl:13][C:14]1[CH:20]=[C:19]([CH3:21])[CH:18]=[C:17]([CH3:22])[C:15]=1[N:16]=[C:10]([C:6]1[N:5]=[C:4]([C:1](=[O:3])[CH3:2])[CH:9]=[CH:8][CH:7]=1)[CH3:11]. Given the reactants [C:1]([C:4]1[CH:9]=[CH:8][CH:7]=[C:6]([C:10](=O)[CH3:11])[N:5]=1)(=[O:3])[CH3:2].[Cl:13][C:14]1[CH:20]=[C:19]([CH3:21])[CH:18]=[C:17]([CH3:22])[C:15]=1[NH2:16].C1(C)C=CC(S(O)(=O)=O)=CC=1.O, predict the reaction product. (4) Given the reactants C([N:8]1[CH:12]=[C:11]([CH2:13][CH2:14][CH2:15][CH2:16][O:17][C:18]2[CH:19]=[C:20]([CH:30]=[CH:31][CH:32]=2)[O:21][C:22]([CH3:29])([CH3:28])[C:23]([O:25][CH2:26][CH3:27])=[O:24])[C:10]([O:33][CH2:34][CH3:35])=[N:9]1)C1C=CC=CC=1.C(O)C, predict the reaction product. The product is: [CH2:34]([O:33][C:10]1[C:11]([CH2:13][CH2:14][CH2:15][CH2:16][O:17][C:18]2[CH:19]=[C:20]([CH:30]=[CH:31][CH:32]=2)[O:21][C:22]([CH3:28])([CH3:29])[C:23]([O:25][CH2:26][CH3:27])=[O:24])=[CH:12][NH:8][N:9]=1)[CH3:35]. (5) Given the reactants [CH2:1]([C:8]1[C:9]([OH:27])=[N:10][C:11]([N:14]2[CH2:19][CH2:18][N:17]([C:20]([O:22][C:23]([CH3:26])([CH3:25])[CH3:24])=[O:21])[CH2:16][CH2:15]2)=[N:12][CH:13]=1)[C:2]1[CH:7]=[CH:6][CH:5]=[CH:4][CH:3]=1.C(N(CC)CC)C.[F:35][C:36]([F:49])([F:48])[S:37](O[S:37]([C:36]([F:49])([F:48])[F:35])(=[O:39])=[O:38])(=[O:39])=[O:38], predict the reaction product. The product is: [CH2:1]([C:8]1[C:9]([O:27][S:37]([C:36]([F:49])([F:48])[F:35])(=[O:39])=[O:38])=[N:10][C:11]([N:14]2[CH2:15][CH2:16][N:17]([C:20]([O:22][C:23]([CH3:24])([CH3:26])[CH3:25])=[O:21])[CH2:18][CH2:19]2)=[N:12][CH:13]=1)[C:2]1[CH:7]=[CH:6][CH:5]=[CH:4][CH:3]=1. (6) Given the reactants [C:1]1([NH2:8])[CH:6]=[CH:5][CH:4]=[CH:3][C:2]=1[NH2:7].[S:9]1[CH:13]=[CH:12][CH:11]=[C:10]1[C:14](=O)[C:15](OCC)=[O:16], predict the reaction product. The product is: [S:9]1[CH:13]=[CH:12][CH:11]=[C:10]1[C:14]1[C:15](=[O:16])[NH:7][C:2]2[C:1]([N:8]=1)=[CH:6][CH:5]=[CH:4][CH:3]=2. (7) Given the reactants [NH2:1][C:2]1[N:10]=[CH:9][CH:8]=[CH:7][C:3]=1[C:4]([NH2:6])=O.C[Si](C)(C)O[Si](C)(C)C.P12(SP3(SP(SP(S3)(S1)=S)(=S)S2)=S)=[S:21], predict the reaction product. The product is: [NH2:1][C:2]1[N:10]=[CH:9][CH:8]=[CH:7][C:3]=1[C:4]([NH2:6])=[S:21].